Dataset: Forward reaction prediction with 1.9M reactions from USPTO patents (1976-2016). Task: Predict the product of the given reaction. (1) Given the reactants [C:1]([N:4]1[CH2:9][CH2:8][CH:7]([C:10]([N:12]2[CH2:17][CH2:16][C@@H:15]([NH:18][CH3:19])[C@H:14]([C:20]3[CH:25]=[CH:24][C:23]([Cl:26])=[C:22]([Cl:27])[CH:21]=3)[CH2:13]2)=[O:11])[CH2:6][CH2:5]1)(=[O:3])[CH3:2].[F:28][C:29]([F:45])([F:44])[C:30]1[CH:35]=[CH:34][CH:33]=[CH:32][C:31]=1[N:36]1[CH:40]=[CH:39][N:38]=[C:37]1[C:41]([OH:43])=O, predict the reaction product. The product is: [C:1]([N:4]1[CH2:5][CH2:6][CH:7]([C:10]([N:12]2[CH2:17][CH2:16][C@@H:15]([N:18]([CH3:19])[C:41]([C:37]3[N:36]([C:31]4[CH:32]=[CH:33][CH:34]=[CH:35][C:30]=4[C:29]([F:28])([F:45])[F:44])[CH:40]=[CH:39][N:38]=3)=[O:43])[C@H:14]([C:20]3[CH:25]=[CH:24][C:23]([Cl:26])=[C:22]([Cl:27])[CH:21]=3)[CH2:13]2)=[O:11])[CH2:8][CH2:9]1)(=[O:3])[CH3:2]. (2) Given the reactants [O:1]1CCC(=O)CC1.C(N1CCNCC1)(OC(C)(C)C)=O.[C-]#N.[K+].[C:24]([O:28][C:29]([N:31]1[CH2:36][CH2:35][N:34]([C:37]2([C:43]#[N:44])[CH2:42][CH2:41][O:40][CH2:39][CH2:38]2)[CH2:33][CH2:32]1)=[O:30])([CH3:27])([CH3:26])[CH3:25].[OH-].[Na+].OO, predict the reaction product. The product is: [C:24]([O:28][C:29]([N:31]1[CH2:32][CH2:33][N:34]([C:37]2([C:43](=[O:1])[NH2:44])[CH2:38][CH2:39][O:40][CH2:41][CH2:42]2)[CH2:35][CH2:36]1)=[O:30])([CH3:27])([CH3:25])[CH3:26].